This data is from Full USPTO retrosynthesis dataset with 1.9M reactions from patents (1976-2016). The task is: Predict the reactants needed to synthesize the given product. Given the product [CH3:22][O:21][C:19]([NH:3][C@@H:4]([CH2:5][CH:6]([CH3:8])[CH3:7])[C:9]([OH:11])=[O:10])=[O:20], predict the reactants needed to synthesize it. The reactants are: [OH-].[Na+].[NH2:3][C@H:4]([C:9]([OH:11])=[O:10])[CH2:5][CH:6]([CH3:8])[CH3:7].C(=O)([O-])[O-].[Na+].[Na+].Cl[C:19]([O:21][CH3:22])=[O:20].